From a dataset of Full USPTO retrosynthesis dataset with 1.9M reactions from patents (1976-2016). Predict the reactants needed to synthesize the given product. Given the product [N:35]1([CH2:34][C:31]2[CH:32]=[CH:33][C:28]([NH:27][C:26]([N:15]3[C:16]4[C:11](=[CH:10][C:9]([O:8][C:4]5[CH:3]=[C:2]([NH2:1])[N:7]=[CH:6][N:5]=5)=[CH:18][CH:17]=4)[CH2:12][CH2:13][CH2:14]3)=[O:25])=[CH:29][C:30]=2[C:40]([F:41])([F:42])[F:43])[CH2:39][CH2:38][CH2:37][CH2:36]1, predict the reactants needed to synthesize it. The reactants are: [NH2:1][C:2]1[N:7]=[CH:6][N:5]=[C:4]([O:8][C:9]2[CH:10]=[C:11]3[C:16](=[CH:17][CH:18]=2)[NH:15][CH2:14][CH2:13][CH2:12]3)[CH:3]=1.C1([O:25][C:26](=O)[NH:27][C:28]2[CH:33]=[CH:32][C:31]([CH2:34][N:35]3[CH2:39][CH2:38][CH2:37][CH2:36]3)=[C:30]([C:40]([F:43])([F:42])[F:41])[CH:29]=2)C=CC=CC=1.C(N(C(C)C)CC)(C)C.O.